This data is from Reaction yield outcomes from USPTO patents with 853,638 reactions. The task is: Predict the reaction yield, written as a fraction of the theoretical maximum amount of product (1.0 means a 100% yield; for example, 0.34 means a 34% yield). (1) The reactants are [CH2:1]([O:4][NH:5][CH:6]1[CH2:11][N:10](C(OC(C)(C)C)=O)[CH2:9][C:8]2[O:19][N:20]=[CH:21][C:7]1=2)[CH:2]=[CH2:3].Cl.[OH-].[NH4+]. The catalyst is C(OCC)(=O)C. The product is [CH2:1]([O:4][NH:5][CH:6]1[CH2:11][NH:10][CH2:9][C:8]2[O:19][N:20]=[CH:21][C:7]1=2)[CH:2]=[CH2:3]. The yield is 0.900. (2) The reactants are [CH3:1][O:2][C:3](=[O:14])[C:4]1[CH:9]=[C:8]([N+:10]([O-:12])=[O:11])[CH:7]=[C:6](I)[CH:5]=1.[B:15]1([B:15]2[O:19][C:18]([CH3:21])([CH3:20])[C:17]([CH3:23])([CH3:22])[O:16]2)[O:19][C:18]([CH3:21])([CH3:20])[C:17]([CH3:23])([CH3:22])[O:16]1.CC([O-])=O.[K+]. The catalyst is CS(C)=O. The product is [CH3:1][O:2][C:3](=[O:14])[C:4]1[CH:5]=[C:6]([B:15]2[O:19][C:18]([CH3:21])([CH3:20])[C:17]([CH3:23])([CH3:22])[O:16]2)[CH:7]=[C:8]([N+:10]([O-:12])=[O:11])[CH:9]=1. The yield is 0.670. (3) The reactants are [CH3:1][O:2][C:3]1[CH:4]=[C:5]2[O:9][C:8]([C:10]3[N:11]=[C:12]4[N:16]([CH:17]=3)[N:15]=[C:14]([O:18][CH3:19])[S:13]4)=[CH:7][C:6]2=[C:20]([OH:22])[CH:21]=1.[CH2:23](O)[C:24]#[CH:25].C(P(CCCC)CCCC)CCC.N(C(N1CCCCC1)=O)=NC(N1CCCCC1)=O. The catalyst is C1COCC1.ClCCl. The product is [CH3:19][O:18][C:14]1[S:13][C:12]2=[N:11][C:10]([C:8]3[O:9][C:5]4[CH:4]=[C:3]([O:2][CH3:1])[CH:21]=[C:20]([O:22][CH2:25][C:24]#[CH:23])[C:6]=4[CH:7]=3)=[CH:17][N:16]2[N:15]=1. The yield is 0.780.